This data is from Full USPTO retrosynthesis dataset with 1.9M reactions from patents (1976-2016). The task is: Predict the reactants needed to synthesize the given product. (1) Given the product [CH3:1][C:2]1[C:7]([CH:8]([CH2:36][CH2:37][CH3:38])[C:9]([O:11][CH3:12])=[O:10])=[C:6]([C:13]2[CH:14]=[CH:15][CH:16]=[CH:17][CH:18]=2)[N:5]=[C:4]([N:19]2[CH2:24][CH2:23][CH2:22][CH2:21][CH2:20]2)[N:3]=1, predict the reactants needed to synthesize it. The reactants are: [CH3:1][C:2]1[C:7]([CH2:8][C:9]([O:11][CH3:12])=[O:10])=[C:6]([C:13]2[CH:18]=[CH:17][CH:16]=[CH:15][CH:14]=2)[N:5]=[C:4]([N:19]2[CH2:24][CH2:23][CH2:22][CH2:21][CH2:20]2)[N:3]=1.[Li+].C[Si]([N-][Si](C)(C)C)(C)C.I[CH2:36][CH2:37][CH3:38]. (2) Given the product [Cl:16][CH:3]([C:4]1[CH:11]=[CH:10][C:7]([C:8]#[N:9])=[CH:6][CH:5]=1)[C:2](=[O:1])[CH3:12], predict the reactants needed to synthesize it. The reactants are: [O:1]=[C:2]([CH3:12])[CH2:3][C:4]1[CH:11]=[CH:10][C:7]([C:8]#[N:9])=[CH:6][CH:5]=1.S(Cl)([Cl:16])(=O)=O. (3) Given the product [CH3:20][O:19][C:14]1[CH:15]=[CH:16][CH:17]=[CH:18][C:13]=1[C:12]1[N:6]2[C:7]([CH:8]=[N:9][C:4]([NH:49][C:46]3[CH:47]=[CH:48][C:43]([N:40]4[CH2:41][CH2:42][CH:37]([N:34]5[CH2:35][CH2:36][N:31]([CH3:30])[CH2:32][CH2:33]5)[CH2:38][CH2:39]4)=[CH:44][CH:45]=3)=[N:5]2)=[CH:10][CH:11]=1, predict the reactants needed to synthesize it. The reactants are: CS([C:4]1[N:9]=[CH:8][C:7]2=[CH:10][CH:11]=[C:12]([C:13]3[CH:18]=[CH:17][CH:16]=[CH:15][C:14]=3[O:19][CH3:20])[N:6]2[N:5]=1)=O.C(N(CC)C(C)C)(C)C.[CH3:30][N:31]1[CH2:36][CH2:35][N:34]([CH:37]2[CH2:42][CH2:41][N:40]([C:43]3[CH:48]=[CH:47][C:46]([NH2:49])=[CH:45][CH:44]=3)[CH2:39][CH2:38]2)[CH2:33][CH2:32]1.COCC(O)C. (4) Given the product [Cl:24][C:22]1[N:21]=[C:20]([CH2:25][CH2:26][CH3:27])[N:19]=[C:18]([NH2:9])[N:23]=1, predict the reactants needed to synthesize it. The reactants are: ClC1C=C([NH2:9])C=CC=1F.C(N(CC)CC)C.Cl[C:18]1[N:23]=[C:22]([Cl:24])[N:21]=[C:20]([CH2:25][CH2:26][CH3:27])[N:19]=1. (5) Given the product [C:1]([N:4]1[C:13]2[C:12]3=[N:14][C:15]([CH3:18])=[C:16]([CH3:17])[N:11]3[CH:10]=[CH:9][C:8]=2[C@@H:7]([OH:19])[C@H:6]([O:20][C:21](=[O:26])[C:22]([CH3:25])([CH3:24])[CH3:23])[C@H:5]1[C:27]1[CH:28]=[CH:29][CH:30]=[CH:31][CH:32]=1)(=[O:3])[CH3:2], predict the reactants needed to synthesize it. The reactants are: [C:1]([N:4]1[C:13]2[C:12]3=[N:14][C:15]([CH3:18])=[C:16]([CH3:17])[N:11]3[CH:10]=[CH:9][C:8]=2[C:7](=[O:19])[C@H:6]([O:20][C:21](=[O:26])[C:22]([CH3:25])([CH3:24])[CH3:23])[C@H:5]1[C:27]1[CH:32]=[CH:31][CH:30]=[CH:29][CH:28]=1)(=[O:3])[CH3:2].C([BH3-])#N.[Na+].Cl.N. (6) Given the product [C:42]([C:37]1[CH:38]=[CH:39][CH:40]=[CH:41][C:36]=1[CH2:35][O:34][C:32]1[CH:31]=[C:9]([CH:8]=[C:7]([O:6][CH2:5][C:4]2[CH:44]=[CH:45][CH:46]=[CH:47][C:3]=2[C:1]#[N:2])[CH:33]=1)[C:10]([NH:12][C:13]1[CH:14]=[CH:15][C:16]([NH:19][CH2:27][CH2:28][O:29][CH3:30])=[CH:17][N:18]=1)=[O:11])#[N:43], predict the reactants needed to synthesize it. The reactants are: [C:1]([C:3]1[CH:47]=[CH:46][CH:45]=[CH:44][C:4]=1[CH2:5][O:6][C:7]1[CH:8]=[C:9]([CH:31]=[C:32]([O:34][CH2:35][C:36]2[CH:41]=[CH:40][CH:39]=[CH:38][C:37]=2[C:42]#[N:43])[CH:33]=1)[C:10]([NH:12][C:13]1[N:18]=[CH:17][C:16]([N:19]([CH2:27][CH2:28][O:29][CH3:30])C(=O)OC(C)(C)C)=[CH:15][CH:14]=1)=[O:11])#[N:2].FC(F)(F)C(O)=O. (7) Given the product [CH3:1][O:2][C:3]1[CH:4]=[C:5]2[C:10](=[CH:11][CH:12]=1)[CH:9]=[C:8]([C@H:13]([CH3:17])[C:14]([O:16][CH2:24][C@@:22]1([CH3:25])[CH2:21][O:20][C:19]([CH3:27])([CH3:18])[O:23]1)=[O:15])[CH:7]=[CH:6]2, predict the reactants needed to synthesize it. The reactants are: [CH3:1][O:2][C:3]1[CH:4]=[C:5]2[C:10](=[CH:11][CH:12]=1)[CH:9]=[C:8]([C@H:13]([CH3:17])[C:14]([OH:16])=[O:15])[CH:7]=[CH:6]2.[CH3:18][C:19]1([CH3:27])[O:23][C@:22]([CH2:25]O)([CH3:24])[CH2:21][O:20]1. (8) The reactants are: [Li]CCCC.[ClH:6].CC(NC(C)C)C.CN(C)CCN(C)C.[Cl:22][C:23]1[CH:28]=[CH:27][C:26]([C:29]2([C:34]3[CH:35]=[C:36]4[C:41](=[CH:42][CH:43]=3)[N:40]=[CH:39][CH:38]=[C:37]4[CH3:44])[O:33][CH2:32][CH2:31][O:30]2)=[CH:25][CH:24]=1.Cl[CH2:46][C:47]1[S:48][C:49](CCl)=[CH:50][CH:51]=1. Given the product [Cl:22][C:23]1[CH:24]=[CH:25][C:26]([C:29]2([C:34]3[CH:35]=[C:36]4[C:41](=[CH:42][CH:43]=3)[N:40]=[CH:39][CH:38]=[C:37]4[CH2:44][CH2:46][C:47]3[S:48][C:49]([Cl:6])=[CH:50][CH:51]=3)[O:30][CH2:31][CH2:32][O:33]2)=[CH:27][CH:28]=1, predict the reactants needed to synthesize it.